This data is from Full USPTO retrosynthesis dataset with 1.9M reactions from patents (1976-2016). The task is: Predict the reactants needed to synthesize the given product. (1) Given the product [Cl:1][C:2]1[CH:7]=[CH:6][C:5]([C:8]2([O:16][CH3:17])[CH2:13][CH2:12][N:11]([CH2:25][CH2:26][CH:27]=[C:28]3[C:34]4[CH:35]=[CH:36][CH:37]=[N:38][C:33]=4[CH2:32][O:31][C:30]4[CH:39]=[CH:40][C:41]([C:43]([OH:46])([CH3:45])[CH3:44])=[CH:42][C:29]3=4)[CH2:10][C:9]2([CH3:15])[OH:14])=[CH:4][CH:3]=1, predict the reactants needed to synthesize it. The reactants are: [Cl:1][C:2]1[CH:7]=[CH:6][C:5]([C:8]2([O:16][CH3:17])[CH2:13][CH2:12][NH:11][CH2:10][C:9]2([CH3:15])[OH:14])=[CH:4][CH:3]=1.C(=O)([O-])[O-].[K+].[K+].Br[CH2:25][CH2:26][CH:27]=[C:28]1[C:34]2[CH:35]=[CH:36][CH:37]=[N:38][C:33]=2[CH2:32][O:31][C:30]2[CH:39]=[CH:40][C:41]([C:43]([OH:46])([CH3:45])[CH3:44])=[CH:42][C:29]1=2. (2) Given the product [C:21]([O:20][C:16]([NH:17][NH:18][C:7](=[O:9])[C:6]1[CH:10]=[C:11]([F:15])[C:12]([F:14])=[CH:13][C:5]=1[NH:4][CH:1]1[CH2:2][CH2:3]1)=[O:19])([CH3:24])([CH3:23])[CH3:22], predict the reactants needed to synthesize it. The reactants are: [CH:1]1([NH:4][C:5]2[CH:13]=[C:12]([F:14])[C:11]([F:15])=[CH:10][C:6]=2[C:7]([OH:9])=O)[CH2:3][CH2:2]1.[C:16]([O:20][C:21]([CH3:24])([CH3:23])[CH3:22])(=[O:19])[NH:17][NH2:18].C(N=C=NCCCN(C)C)C.